This data is from Peptide-MHC class II binding affinity with 134,281 pairs from IEDB. The task is: Regression. Given a peptide amino acid sequence and an MHC pseudo amino acid sequence, predict their binding affinity value. This is MHC class II binding data. The peptide sequence is KPTGAGPKDNGGACG. The MHC is HLA-DPA10103-DPB10301 with pseudo-sequence HLA-DPA10103-DPB10301. The binding affinity (normalized) is 0.